The task is: Predict the reactants needed to synthesize the given product.. This data is from Full USPTO retrosynthesis dataset with 1.9M reactions from patents (1976-2016). (1) Given the product [C:17]([O:16][C:14]([N:10]1[CH2:11][CH2:12][O:13][CH:8]([C:5]2[CH:6]=[CH:7][C:2]([NH:1][C:27]([NH:41][C:42]3[CH:49]=[CH:48][CH:47]=[C:44]([C:45]#[N:46])[CH:43]=3)=[O:33])=[C:3]([C:21]#[N:22])[CH:4]=2)[CH2:9]1)=[O:15])([CH3:19])([CH3:18])[CH3:20], predict the reactants needed to synthesize it. The reactants are: [NH2:1][C:2]1[CH:7]=[CH:6][C:5]([CH:8]2[O:13][CH2:12][CH2:11][N:10]([C:14]([O:16][C:17]([CH3:20])([CH3:19])[CH3:18])=[O:15])[CH2:9]2)=[CH:4][C:3]=1[C:21]#[N:22].ClC(Cl)(O[C:27](=[O:33])OC(Cl)(Cl)Cl)Cl.C(=O)([O-])[O-].[Na+].[Na+].[NH2:41][C:42]1[CH:43]=[C:44]([CH:47]=[CH:48][CH:49]=1)[C:45]#[N:46]. (2) The reactants are: [N:1]1([C:6]2[CH:25]=[CH:24][C:9]([CH2:10][C:11]3[C:12]([Cl:23])=[CH:13][C:14]([CH:21]=C)=[C:15]([CH:20]=3)[C:16]([O:18][CH3:19])=[O:17])=[CH:8][CH:7]=2)[CH:5]=[CH:4][CH:3]=[N:2]1.CC(C)=[O:28].C(#N)C.I([O-])(=O)(=O)=O.[Na+]. Given the product [N:1]1([C:6]2[CH:7]=[CH:8][C:9]([CH2:10][C:11]3[C:12]([Cl:23])=[CH:13][C:14]([CH:21]=[O:28])=[C:15]([CH:20]=3)[C:16]([O:18][CH3:19])=[O:17])=[CH:24][CH:25]=2)[CH:5]=[CH:4][CH:3]=[N:2]1, predict the reactants needed to synthesize it.